Task: Regression. Given a peptide amino acid sequence and an MHC pseudo amino acid sequence, predict their binding affinity value. This is MHC class I binding data.. Dataset: Peptide-MHC class I binding affinity with 185,985 pairs from IEDB/IMGT (1) The binding affinity (normalized) is 0.0847. The peptide sequence is GTEEIRSLF. The MHC is HLA-A01:01 with pseudo-sequence HLA-A01:01. (2) The peptide sequence is NHINVELFL. The MHC is Mamu-A07 with pseudo-sequence Mamu-A07. The binding affinity (normalized) is 0.656. (3) The peptide sequence is KSRENSTLI. The MHC is HLA-B07:02 with pseudo-sequence HLA-B07:02. The binding affinity (normalized) is 0.0847. (4) The peptide sequence is YFENSDLNL. The MHC is HLA-A24:03 with pseudo-sequence HLA-A24:03. The binding affinity (normalized) is 0.550. (5) The peptide sequence is QELGKYEQYI. The MHC is HLA-B45:01 with pseudo-sequence HLA-B45:01. The binding affinity (normalized) is 0.0819. (6) The MHC is Mamu-A02 with pseudo-sequence Mamu-A02. The peptide sequence is AIFQYTMRHVL. The binding affinity (normalized) is 0.209. (7) The peptide sequence is RQFPTVFEF. The MHC is Mamu-B3901 with pseudo-sequence Mamu-B3901. The binding affinity (normalized) is 0.554. (8) The peptide sequence is KYYNDILKL. The MHC is HLA-B07:02 with pseudo-sequence HLA-B07:02. The binding affinity (normalized) is 0.0847.